Predict the reactants needed to synthesize the given product. From a dataset of Full USPTO retrosynthesis dataset with 1.9M reactions from patents (1976-2016). (1) Given the product [C:1]([O:4][CH2:5][CH2:6][O:7][N:8]=[C:9]1[C:13](=[N:22][O:21][CH3:20])[C:12]2[CH:15]=[CH:16][CH:17]=[CH:18][C:11]=2[O:10]1)(=[O:3])[CH3:2], predict the reactants needed to synthesize it. The reactants are: [C:1]([O:4][CH2:5][CH2:6][O:7][N:8]=[C:9]1[C:13](=O)[C:12]2[CH:15]=[CH:16][CH:17]=[CH:18][C:11]=2[O:10]1)(=[O:3])[CH3:2].Cl.[CH3:20][O:21][NH2:22].O. (2) Given the product [N+:27]([C:25]1[CH:26]=[C:21]2[C:8]3[CH:9]=[CH:10][CH:11]=[CH:12][C:7]=3[O:13][C:22]2=[N:23][CH:24]=1)([O-:29])=[O:28], predict the reactants needed to synthesize it. The reactants are: C(=O)([O-])[O-].[K+].[K+].[C:7]1([OH:13])[CH:12]=[CH:11][CH:10]=[CH:9][CH:8]=1.CN(C)C(=O)C.Br[C:21]1[C:22](Cl)=[N:23][CH:24]=[C:25]([N+:27]([O-:29])=[O:28])[CH:26]=1. (3) Given the product [CH2:1]([C:8]1[CH:9]=[C:10]2[C:15](=[CH:16][C:17]=1[Cl:18])[N:14]=[C:13]([N:19]1[CH:23]=[C:22]([C:24]([OH:26])=[O:25])[CH:21]=[N:20]1)[N:12]=[C:11]2[N:30]1[CH2:35][CH2:34][O:33][CH2:32][CH2:31]1)[C:2]1[CH:7]=[CH:6][CH:5]=[CH:4][CH:3]=1, predict the reactants needed to synthesize it. The reactants are: [CH2:1]([C:8]1[CH:9]=[C:10]2[C:15](=[CH:16][C:17]=1[Cl:18])[N:14]=[C:13]([N:19]1[CH:23]=[C:22]([C:24]([O:26]CC)=[O:25])[CH:21]=[N:20]1)[NH:12][C:11]2=O)[C:2]1[CH:7]=[CH:6][CH:5]=[CH:4][CH:3]=1.[NH:30]1[CH2:35][CH2:34][O:33][CH2:32][CH2:31]1.